From a dataset of Forward reaction prediction with 1.9M reactions from USPTO patents (1976-2016). Predict the product of the given reaction. (1) Given the reactants [CH3:1][C:2]1([CH3:21])[C:6]2[CH:7]=[C:8]([O:11][C:12]3[CH:17]=[CH:16][C:15]([N+:18]([O-])=O)=[CH:14][CH:13]=3)[CH:9]=[CH:10][C:5]=2[CH2:4][O:3]1, predict the reaction product. The product is: [CH3:1][C:2]1([CH3:21])[C:6]2[CH:7]=[C:8]([O:11][C:12]3[CH:17]=[CH:16][C:15]([NH2:18])=[CH:14][CH:13]=3)[CH:9]=[CH:10][C:5]=2[CH2:4][O:3]1. (2) The product is: [CH3:9][O:8][C:7]1[CH:6]=[CH:5][C:4]([C:10]2[O:11][CH:12]=[C:13]([CH2:15][NH:16][C:17](=[O:25])[C:18]3[C:23]([CH3:24])=[CH:22][CH:21]=[CH:20][N:19]=3)[N:14]=2)=[CH:3][C:2]=1[O:1][CH:27]([CH3:29])[CH3:28]. Given the reactants [OH:1][C:2]1[CH:3]=[C:4]([C:10]2[O:11][CH:12]=[C:13]([CH2:15][NH:16][C:17](=[O:25])[C:18]3[C:23]([CH3:24])=[CH:22][CH:21]=[CH:20][N:19]=3)[N:14]=2)[CH:5]=[CH:6][C:7]=1[O:8][CH3:9].Br[CH:27]([CH3:29])[CH3:28], predict the reaction product. (3) Given the reactants [C:1]([N:8]1[CH2:15][CH2:14][CH2:13][C@@H:9]1[C:10]([OH:12])=O)([O:3][C:4]([CH3:7])([CH3:6])[CH3:5])=[O:2].[Cl:16][C:17]1[CH:25]=[CH:24][C:20]([C@@H:21]([NH2:23])[CH3:22])=[CH:19][CH:18]=1.CN(C(ON1N=NC2C=CC=CC1=2)=[N+](C)C)C.F[P-](F)(F)(F)(F)F.CCN(C(C)C)C(C)C, predict the reaction product. The product is: [Cl:16][C:17]1[CH:25]=[CH:24][C:20]([C@@H:21]([NH:23][C:10]([C@H:9]2[CH2:13][CH2:14][CH2:15][N:8]2[C:1]([O:3][C:4]([CH3:5])([CH3:6])[CH3:7])=[O:2])=[O:12])[CH3:22])=[CH:19][CH:18]=1. (4) Given the reactants [Cl:1][C:2]1[C:10]([C:11]#[N:12])=[CH:9][CH:8]=[C:7]2[C:3]=1[CH:4]=[C:5]([CH2:19][CH2:20][CH3:21])[N:6]2[CH2:13]/[C:14](=[N:17]/[H])/[NH:15][OH:16].[CH3:22][C:23]1[C:27]([C:28](O)=O)=[C:26]([C:31]([F:34])([F:33])[F:32])[O:25][N:24]=1.CCN(C(C)C)C(C)C, predict the reaction product. The product is: [Cl:1][C:2]1[C:10]([C:11]#[N:12])=[CH:9][CH:8]=[C:7]2[C:3]=1[CH:4]=[C:5]([CH2:19][CH2:20][CH3:21])[N:6]2[CH2:13][C:14]1[N:17]=[C:28]([C:27]2[C:23]([CH3:22])=[N:24][O:25][C:26]=2[C:31]([F:34])([F:32])[F:33])[O:16][N:15]=1.